Dataset: Forward reaction prediction with 1.9M reactions from USPTO patents (1976-2016). Task: Predict the product of the given reaction. (1) Given the reactants [Cl:1][C:2]1[CH:7]=[CH:6][C:5]([N:8]2[C:12]([CH:13]([CH:17]3[CH2:22][CH2:21][CH2:20][CH2:19][CH2:18]3)[C:14](O)=[O:15])=[C:11]3[CH2:23][CH2:24][CH2:25][CH2:26][CH2:27][C:10]3=[N:9]2)=[CH:4][CH:3]=1.[CH2:28]([O:30][C:31](=[O:44])[C:32]([O:35][C:36]1[CH:41]=[CH:40][C:39]([NH2:42])=[C:38]([F:43])[CH:37]=1)([CH3:34])[CH3:33])[CH3:29], predict the reaction product. The product is: [CH2:28]([O:30][C:31](=[O:44])[C:32]([O:35][C:36]1[CH:41]=[CH:40][C:39]([NH:42][C:14](=[O:15])[CH:13]([C:12]2[N:8]([C:5]3[CH:4]=[CH:3][C:2]([Cl:1])=[CH:7][CH:6]=3)[N:9]=[C:10]3[CH2:27][CH2:26][CH2:25][CH2:24][CH2:23][C:11]=23)[CH:17]2[CH2:22][CH2:21][CH2:20][CH2:19][CH2:18]2)=[C:38]([F:43])[CH:37]=1)([CH3:34])[CH3:33])[CH3:29]. (2) Given the reactants [NH2:1][C:2]1[N:7]=[CH:6][C:5]([NH:8][C:9]([C:11]2[CH:12]=[C:13]([CH:18]=[CH:19][C:20]=2[CH3:21])[C:14]([O:16]C)=[O:15])=[O:10])=[CH:4][CH:3]=1.O.[OH-].[Li+], predict the reaction product. The product is: [NH2:1][C:2]1[N:7]=[CH:6][C:5]([NH:8][C:9]([C:11]2[CH:12]=[C:13]([CH:18]=[CH:19][C:20]=2[CH3:21])[C:14]([OH:16])=[O:15])=[O:10])=[CH:4][CH:3]=1. (3) The product is: [NH:5]1[C:37]([C:36]2[CH:39]=[CH:40][CH:41]=[CH:42][C:35]=2[C:32]2[N:33]=[CH:34][C:29]([CH2:28][C:27]3[C:26](=[O:43])[N:25]([C:44]4[N:45]=[CH:46][C:47]([O:50][CH3:51])=[CH:48][N:49]=4)[C:24]([CH3:52])=[N:23][C:22]=3[CH2:18][CH2:19][CH2:20][CH3:21])=[CH:30][CH:31]=2)=[N:38][N:7]=[N:6]1. Given the reactants C[Si]([N:5]=[N+:6]=[N-:7])(C)C.C([Sn](=O)CCCC)CCC.[CH2:18]([C:22]1[N:23]=[C:24]([CH3:52])[N:25]([C:44]2[N:49]=[CH:48][C:47]([O:50][CH3:51])=[CH:46][N:45]=2)[C:26](=[O:43])[C:27]=1[CH2:28][C:29]1[CH:30]=[CH:31][C:32]([C:35]2[CH:42]=[CH:41][CH:40]=[CH:39][C:36]=2[C:37]#[N:38])=[N:33][CH:34]=1)[CH2:19][CH2:20][CH3:21], predict the reaction product.